Dataset: Forward reaction prediction with 1.9M reactions from USPTO patents (1976-2016). Task: Predict the product of the given reaction. (1) Given the reactants [C:1]([C:3]1[CH:8]=[CH:7][C:6]([NH:9][C:10](=[O:18])[CH2:11][CH:12]([CH3:17])[CH2:13][C:14]([OH:16])=O)=[CH:5][CH:4]=1)#[N:2].[CH2:19]([N:21]1[C:29]2[C:24](=[CH:25][C:26]([NH2:30])=[CH:27][CH:28]=2)[C:23]([CH3:31])=[C:22]1[CH3:32])[CH3:20].CCN(C(C)C)C(C)C.CN(C(ON1N=NC2C=CC=NC1=2)=[N+](C)C)C.F[P-](F)(F)(F)(F)F, predict the reaction product. The product is: [C:1]([C:3]1[CH:4]=[CH:5][C:6]([NH:9][C:10](=[O:18])[CH2:11][CH:12]([CH3:17])[CH2:13][C:14]([NH:30][C:26]2[CH:25]=[C:24]3[C:29](=[CH:28][CH:27]=2)[N:21]([CH2:19][CH3:20])[C:22]([CH3:32])=[C:23]3[CH3:31])=[O:16])=[CH:7][CH:8]=1)#[N:2]. (2) Given the reactants CS(Cl)(=O)=O.O[CH2:7][CH2:8][C:9]1[CH2:18][CH2:17][C:16]2[CH:15]=[C:14]([NH:19][C:20](=[O:22])[CH3:21])[CH:13]=[CH:12][C:11]=2[CH:10]=1.[CH2:23]([N:25](CC)[CH2:26]C)C.CNC, predict the reaction product. The product is: [CH3:23][N:25]([CH3:26])[CH2:7][CH2:8][C:9]1[CH2:18][CH2:17][C:16]2[CH:15]=[C:14]([NH:19][C:20](=[O:22])[CH3:21])[CH:13]=[CH:12][C:11]=2[CH:10]=1. (3) Given the reactants Br[C:2]1[S:6][C:5]2=[N:7][C:8]([C:10]3[S:11][C:12]4[CH:18]=[C:17]([F:19])[CH:16]=[CH:15][C:13]=4[N:14]=3)=[CH:9][N:4]2[N:3]=1.[CH3:20][O-:21].[Na+].Cl, predict the reaction product. The product is: [F:19][C:17]1[CH:16]=[CH:15][C:13]2[N:14]=[C:10]([C:8]3[N:7]=[C:5]4[N:4]([CH:9]=3)[N:3]=[C:2]([O:21][CH3:20])[S:6]4)[S:11][C:12]=2[CH:18]=1. (4) Given the reactants C([N:8]([C@H:33]1[CH2:38][CH2:37][C@H:36]([C:39]2[CH:44]=[CH:43][C:42]([OH:45])=[CH:41][CH:40]=2)[CH2:35][CH2:34]1)[CH2:9][C@H:10]([OH:32])[CH2:11][O:12][C:13]1[CH:14]=[CH:15][C:16]([O:24]CC2C=CC=CC=2)=[C:17]([NH:19][S:20]([CH3:23])(=[O:22])=[O:21])[CH:18]=1)C1C=CC=CC=1, predict the reaction product. The product is: [OH:24][C:16]1[CH:15]=[CH:14][C:13]([O:12][CH2:11][C@@H:10]([OH:32])[CH2:9][NH:8][C@H:33]2[CH2:38][CH2:37][C@H:36]([C:39]3[CH:44]=[CH:43][C:42]([OH:45])=[CH:41][CH:40]=3)[CH2:35][CH2:34]2)=[CH:18][C:17]=1[NH:19][S:20]([CH3:23])(=[O:22])=[O:21]. (5) Given the reactants [O:1]1[CH:5]=[CH:4][C:3]([NH:6][C:7](=[O:14])OCC(Cl)(Cl)Cl)=[N:2]1.[C:15]1([C:21]2[N:25]=[C:24]([N:26]3[CH2:31][CH2:30][NH:29][CH2:28][CH2:27]3)[S:23][N:22]=2)[CH:20]=[CH:19][CH:18]=[CH:17][CH:16]=1.C(N(C(C)C)CC)(C)C.O, predict the reaction product. The product is: [O:1]1[CH:5]=[CH:4][C:3]([NH:6][C:7]([N:29]2[CH2:30][CH2:31][N:26]([C:24]3[S:23][N:22]=[C:21]([C:15]4[CH:20]=[CH:19][CH:18]=[CH:17][CH:16]=4)[N:25]=3)[CH2:27][CH2:28]2)=[O:14])=[N:2]1.